The task is: Predict the product of the given reaction.. This data is from Forward reaction prediction with 1.9M reactions from USPTO patents (1976-2016). (1) Given the reactants C1CCN2C(=NCCC2)CC1.[CH3:12][N:13]1[CH:17]=[CH:16][N:15]=[C:14]1[CH:18]=[O:19].[N:20]([C:22]1[CH:27]=[CH:26][CH:25]=[CH:24][CH:23]=1)=[O:21], predict the reaction product. The product is: [OH:21][N:20]([C:22]1[CH:27]=[CH:26][CH:25]=[CH:24][CH:23]=1)[C:18]([C:14]1[N:13]([CH3:12])[CH:17]=[CH:16][N:15]=1)=[O:19]. (2) Given the reactants [ClH:1].[S:2]1[C:10]2[CH2:9][CH2:8][NH:7][CH2:6][C:5]=2[CH:4]=[CH:3]1.[C:11](=[O:14])([O-])[O-].[K+].[K+].[C:17]1([CH3:23])[CH:22]=[CH:21][CH:20]=[CH:19][CH:18]=1.CN(C)[CH:26]=[O:27], predict the reaction product. The product is: [CH3:11][O:14][C:26]([C@@H:23]([N:7]1[CH2:6][C:5]2[CH:4]=[CH:3][S:2][C:10]=2[CH2:9][CH2:8]1)[C:17]1[CH:22]=[CH:21][CH:20]=[CH:19][C:18]=1[Cl:1])=[O:27]. (3) The product is: [Cl:39][C:38]1[N:24]2[CH:25]=[C:26]([C:33]3[CH:37]=[CH:36][O:35][CH:34]=3)[CH:27]=[C:28]([C:29]([F:31])([F:30])[F:32])[C:23]2=[N:22][C:21]=1[CH:19]=[O:20]. Given the reactants C(OC(=O)NC1C(C2C=CC=CC=2)CN([C:19]([C:21]2[N:22]=[C:23]3[C:28]([C:29]([F:32])([F:31])[F:30])=[CH:27][C:26]([C:33]4[CH:37]=[CH:36][O:35][CH:34]=4)=[CH:25][N:24]3[C:38]=2[Cl:39])=[O:20])C1)(C)(C)C.Cl, predict the reaction product. (4) Given the reactants [C:1]1([CH3:31])[CH:6]=[CH:5][C:4]([N:7]([C:24]2[CH:29]=[CH:28][C:27]([CH3:30])=[CH:26][CH:25]=2)[C:8]2[CH:13]=[CH:12][C:11]([C:14]3[CH:19]=[CH:18][C:17]([CH2:20][CH2:21][CH2:22][OH:23])=[CH:16][CH:15]=3)=[CH:10][CH:9]=2)=[CH:3][CH:2]=1.CN(C)C(=O)C.Cl[CH2:39][CH2:40][C:41](Cl)=[O:42].Cl, predict the reaction product. The product is: [C:41]([O:23][CH2:22][CH2:21][CH2:20][C:17]1[CH:18]=[CH:19][C:14]([C:11]2[CH:10]=[CH:9][C:8]([N:7]([C:24]3[CH:25]=[CH:26][C:27]([CH3:30])=[CH:28][CH:29]=3)[C:4]3[CH:3]=[CH:2][C:1]([CH3:31])=[CH:6][CH:5]=3)=[CH:13][CH:12]=2)=[CH:15][CH:16]=1)(=[O:42])[CH:40]=[CH2:39].